From a dataset of Catalyst prediction with 721,799 reactions and 888 catalyst types from USPTO. Predict which catalyst facilitates the given reaction. (1) Product: [CH3:13][O:14][C:15]1[CH:16]=[C:17]([CH2:21][CH2:22][CH2:23][N:24]2[CH2:10][C:5]3[C:4](=[CH:9][CH:8]=[CH:7][CH:6]=3)[C:3]2=[O:12])[CH:18]=[CH:19][CH:20]=1. Reactant: CO[C:3](=[O:12])[C:4]1[CH:9]=[CH:8][CH:7]=[CH:6][C:5]=1[CH2:10]Br.[CH3:13][O:14][C:15]1[CH:16]=[C:17]([CH2:21][CH2:22][CH2:23][NH2:24])[CH:18]=[CH:19][CH:20]=1.C([O-])([O-])=O.[K+].[K+].C(OCC)(=O)C. The catalyst class is: 345. (2) The catalyst class is: 3. Reactant: [C:1]([N:8]1[CH2:13][CH2:12][NH:11][CH2:10][CH2:9]1)([O:3][C:4]([CH3:7])([CH3:6])[CH3:5])=[O:2].Cl.[NH2:15][C:16]1[S:17][CH:18]=[C:19]([CH2:21]Cl)[N:20]=1.C(=O)([O-])[O-].[K+].[K+]. Product: [NH2:15][C:16]1[S:17][CH:18]=[C:19]([CH2:21][N:11]2[CH2:10][CH2:9][N:8]([C:1]([O:3][C:4]([CH3:7])([CH3:6])[CH3:5])=[O:2])[CH2:13][CH2:12]2)[N:20]=1. (3) Reactant: [NH2:1][N:2]1[CH2:7][CH2:6][O:5][CH2:4][CH2:3]1.[CH2:8]=[C:9]1[O:13][C:11](=[O:12])[CH2:10]1. Product: [N:2]1([NH:1][C:11](=[O:12])[CH2:10][C:9](=[O:13])[CH3:8])[CH2:7][CH2:6][O:5][CH2:4][CH2:3]1. The catalyst class is: 7. (4) Reactant: [Cl:1][C:2]1[CH:3]=[C:4]2[C:8](=[C:9]([C:12]([OH:14])=O)[C:10]=1[F:11])[NH:7][CH:6]=[CH:5]2.CN(C(ON1N=NC2C=CC=CC1=2)=[N+](C)C)C.[B-](F)(F)(F)F.C(N(CC)C(C)C)(C)C.[C:46]([C:50]1[CH:70]=[CH:69][C:53]([CH2:54][NH:55][CH2:56][CH2:57][C:58]2[CH:63]=[C:62]([C:64]([F:67])([F:66])[F:65])[CH:61]=[CH:60][C:59]=2[F:68])=[CH:52][CH:51]=1)([CH3:49])([CH3:48])[CH3:47]. Product: [C:46]([C:50]1[CH:51]=[CH:52][C:53]([CH2:54][N:55]([CH2:56][CH2:57][C:58]2[CH:63]=[C:62]([C:64]([F:67])([F:65])[F:66])[CH:61]=[CH:60][C:59]=2[F:68])[C:12]([C:9]2[C:10]([F:11])=[C:2]([Cl:1])[CH:3]=[C:4]3[C:8]=2[NH:7][CH:6]=[CH:5]3)=[O:14])=[CH:69][CH:70]=1)([CH3:49])([CH3:47])[CH3:48]. The catalyst class is: 18. (5) Reactant: [CH:1]1([C:5]([NH:7][C:8]2[CH:13]=[CH:12][C:11]([CH:14]3[C:23]([CH3:25])([CH3:24])[CH2:22][C:21]4[C:16](=[CH:17][CH:18]=[C:19]([C:26]([O:28]C)=[O:27])[CH:20]=4)[NH:15]3)=[CH:10][CH:9]=2)=[O:6])[CH2:4][CH2:3][CH2:2]1.[OH-].[Na+]. Product: [CH:1]1([C:5]([NH:7][C:8]2[CH:13]=[CH:12][C:11]([CH:14]3[C:23]([CH3:25])([CH3:24])[CH2:22][C:21]4[C:16](=[CH:17][CH:18]=[C:19]([C:26]([OH:28])=[O:27])[CH:20]=4)[NH:15]3)=[CH:10][CH:9]=2)=[O:6])[CH2:4][CH2:3][CH2:2]1. The catalyst class is: 24. (6) Reactant: [CH2:1]([O:8][C:9](=[O:44])[NH:10][C@H:11]([C:16](=[O:43])[NH:17][C@@:18]1([C:33](=[O:42])[NH:34][C@H:35]([C:40]#[N:41])[CH2:36][CH:37]([CH3:39])[CH3:38])[CH2:30][C:29]2[C:28]3[C:23](=[C:24]([Cl:32])[CH:25]=[C:26]([Cl:31])[CH:27]=3)[NH:22][C:21]=2[CH2:20][CH2:19]1)[CH:12]([CH3:15])[CH2:13][CH3:14])[C:2]1[CH:7]=[CH:6][CH:5]=[CH:4][CH:3]=1.[N-:45]=[N+:46]=[N-:47].[Na+].[Cl-].[NH4+]. Product: [CH2:1]([O:8][C:9](=[O:44])[NH:10][C@H:11]([C:16](=[O:43])[NH:17][C@@:18]1([C:33](=[O:42])[NH:34][C@H:35]([C:40]2[NH:47][N:46]=[N:45][N:41]=2)[CH2:36][CH:37]([CH3:38])[CH3:39])[CH2:30][C:29]2[C:28]3[C:23](=[C:24]([Cl:32])[CH:25]=[C:26]([Cl:31])[CH:27]=3)[NH:22][C:21]=2[CH2:20][CH2:19]1)[CH:12]([CH3:15])[CH2:13][CH3:14])[C:2]1[CH:7]=[CH:6][CH:5]=[CH:4][CH:3]=1. The catalyst class is: 3. (7) Reactant: [CH:1]([C:4]1[S:5][CH:6]=[C:7]([CH2:9][N:10]2[C:14](=[O:15])[CH2:13][N:12]([C@@H:16]([C@@H:24]([CH3:27])[CH2:25][CH3:26])[C:17]([O:19]C(C)(C)C)=[O:18])[C:11]2=[O:28])[N:8]=1)([CH3:3])[CH3:2].FC(F)(F)C(O)=O. Product: [CH:1]([C:4]1[S:5][CH:6]=[C:7]([CH2:9][N:10]2[C:14](=[O:15])[CH2:13][N:12]([C@@H:16]([C@@H:24]([CH3:27])[CH2:25][CH3:26])[C:17]([OH:19])=[O:18])[C:11]2=[O:28])[N:8]=1)([CH3:3])[CH3:2]. The catalyst class is: 4. (8) Reactant: [N+:1]([C:4]1[CH:9]=[CH:8][CH:7]=[CH:6][C:5]=1[CH:10]([OH:14])[CH2:11][CH:12]=C)([O-:3])=[O:2].[O:15]=[O+][O-].[BH4-].[Na+]. Product: [N+:1]([C:4]1[CH:9]=[CH:8][CH:7]=[CH:6][C:5]=1[CH:10]([OH:14])[CH2:11][CH2:12][OH:15])([O-:3])=[O:2]. The catalyst class is: 5. (9) Product: [NH2:26][CH:20]1[CH2:19][C@@H:18]2[N:23]([CH2:24][C@H:16]([O:15][C@@H:13]([C:5]3[CH:6]=[C:7]([C:9]([F:10])([F:11])[F:12])[CH:8]=[C:3]([C:2]([F:41])([F:1])[F:40])[CH:4]=3)[CH3:14])[C@H:17]2[C:33]2[CH:38]=[CH:37][C:36]([F:39])=[CH:35][CH:34]=2)[C:22](=[O:25])[CH2:21]1. The catalyst class is: 176. Reactant: [F:1][C:2]([F:41])([F:40])[C:3]1[CH:4]=[C:5]([C@H:13]([O:15][C@H:16]2[CH2:24][N:23]3[C@@H:18]([CH2:19][CH:20]([NH:26]C(=O)OCC=C)[CH2:21][C:22]3=[O:25])[C@@H:17]2[C:33]2[CH:38]=[CH:37][C:36]([F:39])=[CH:35][CH:34]=2)[CH3:14])[CH:6]=[C:7]([C:9]([F:12])([F:11])[F:10])[CH:8]=1.[BH4-].[Na+].CC#N.Cl.